From a dataset of Reaction yield outcomes from USPTO patents with 853,638 reactions. Predict the reaction yield, written as a fraction of the theoretical maximum amount of product (1.0 means a 100% yield; for example, 0.34 means a 34% yield). The reactants are Cl[C:2]1[C:11]2[C:6](=[C:7]([F:12])[CH:8]=[CH:9][CH:10]=2)[N:5]=[C:4]([C:13]([F:22])([F:21])[C:14]2[CH:19]=[CH:18][C:17]([F:20])=[CH:16][N:15]=2)[N:3]=1.[NH2:23][C:24]1[CH:28]=[C:27]([CH3:29])[N:26](C(OC(C)(C)C)=O)[N:25]=1.C(O)(=O)C. The catalyst is CC(N(C)C)=O. The product is [F:21][C:13]([F:22])([C:14]1[CH:19]=[CH:18][C:17]([F:20])=[CH:16][N:15]=1)[C:4]1[N:3]=[C:2]([NH:23][C:24]2[CH:28]=[C:27]([CH3:29])[NH:26][N:25]=2)[C:11]2[C:6](=[C:7]([F:12])[CH:8]=[CH:9][CH:10]=2)[N:5]=1. The yield is 0.0400.